From a dataset of Reaction yield outcomes from USPTO patents with 853,638 reactions. Predict the reaction yield, written as a fraction of the theoretical maximum amount of product (1.0 means a 100% yield; for example, 0.34 means a 34% yield). (1) The reactants are [Cl-].[CH3:2][C:3]1[SH+:4][CH:5]=[CH:6][CH:7]=[CH:8][CH:9]=[CH:10][CH:11]=1.[I-:12].[K+]. The catalyst is O. The product is [I-:12].[CH3:2][C:3]1[SH+:4][CH:5]=[CH:6][CH:7]=[CH:8][CH:9]=[CH:10][CH:11]=1. The yield is 0.790. (2) The reactants are [CH:1]1([CH2:7][NH2:8])[CH2:6][CH2:5][CH2:4][CH2:3][CH2:2]1.C(N(CC)C(C)C)(C)C.[Cl:18][C:19]1[N:24]=[C:23](Cl)[C:22]([N+:26]([O-:28])=[O:27])=[CH:21][N:20]=1. The catalyst is ClCCl. The product is [Cl:18][C:19]1[N:24]=[C:23]([NH:8][CH2:7][CH:1]2[CH2:6][CH2:5][CH2:4][CH2:3][CH2:2]2)[C:22]([N+:26]([O-:28])=[O:27])=[CH:21][N:20]=1. The yield is 0.260. (3) The reactants are [C:1]([O:5][C:6]([NH:8][C@H:9]([C:20]([O:22][CH:23]1[CH2:27][CH2:26][CH2:25][CH2:24]1)=[O:21])[CH2:10][C:11]1[CH:16]=[CH:15][C:14]([N+:17]([O-])=O)=[CH:13][CH:12]=1)=[O:7])([CH3:4])([CH3:3])[CH3:2]. The catalyst is CCOC(C)=O.[Pd]. The product is [NH2:17][C:14]1[CH:13]=[CH:12][C:11]([CH2:10][C@@H:9]([C:20]([O:22][CH:23]2[CH2:24][CH2:25][CH2:26][CH2:27]2)=[O:21])[NH:8][C:6]([O:5][C:1]([CH3:3])([CH3:4])[CH3:2])=[O:7])=[CH:16][CH:15]=1. The yield is 0.980.